From a dataset of Reaction yield outcomes from USPTO patents with 853,638 reactions. Predict the reaction yield, written as a fraction of the theoretical maximum amount of product (1.0 means a 100% yield; for example, 0.34 means a 34% yield). (1) The reactants are [F:1][C:2]([F:14])([F:13])[C:3]([C:5]1[S:9][C:8]([C:10]([OH:12])=O)=[CH:7][CH:6]=1)=[O:4].C1C=CC2N(O)N=NC=2C=1.CCN=C=NCCCN(C)C.[CH3:36][O:37][C:38]1[CH:45]=[CH:44][C:41]([CH2:42][NH2:43])=[CH:40][CH:39]=1. The catalyst is CN(C=O)C. The product is [CH3:36][O:37][C:38]1[CH:45]=[CH:44][C:41]([CH2:42][NH:43][C:10]([C:8]2[S:9][C:5]([C:3](=[O:4])[C:2]([F:1])([F:14])[F:13])=[CH:6][CH:7]=2)=[O:12])=[CH:40][CH:39]=1. The yield is 0.0700. (2) The reactants are Br.[NH2:2][C:3]1[C:4]([OH:17])=[C:5]([C:9]2[O:13][C:12]([C:14]([OH:16])=[O:15])=[CH:11][CH:10]=2)[CH:6]=[CH:7][CH:8]=1.[N:18]([O-])=O.[Na+].[CH2:22]1[C:30]2[C:25](=[CH:26][C:27]([N:31]3[C:35](=[O:36])[CH2:34][C:33]([CH3:37])=[N:32]3)=[CH:28][CH:29]=2)[CH2:24][CH2:23]1.C(=O)(O)[O-].[Na+]. The catalyst is Cl.C(O)C. The product is [OH:17][C:4]1[C:3]([NH:2]/[N:18]=[C:34]2/[C:33]([CH3:37])=[N:32][N:31]([C:27]3[CH:26]=[C:25]4[C:30](=[CH:29][CH:28]=3)[CH2:22][CH2:23][CH2:24]4)[C:35]/2=[O:36])=[CH:8][CH:7]=[CH:6][C:5]=1[C:9]1[O:13][C:12]([C:14]([OH:16])=[O:15])=[CH:11][CH:10]=1. The yield is 0.718. (3) The reactants are Cl.FC1C=C(C=CC=1)CN1C=C(C2C3C(=NC=C(C4C=CC(C5CCNCC5)=CC=4)C=3)N(S(C3C=CC(C)=CC=3)(=O)=O)C=2)C=N1.[CH:46]1([CH2:49][C:50]([N:52]2[CH2:57][CH2:56][N:55]([C:58]3[CH:63]=[CH:62][C:61]([C:64]4[CH:65]=[C:66]5[C:72]([C:73]6[CH:74]=[N:75][N:76]([CH2:78][C:79]7[CH:84]=[CH:83][CH:82]=[C:81]([F:85])[CH:80]=7)[CH:77]=6)=[CH:71][N:70](S(C6C=CC(C)=CC=6)(=O)=O)[C:67]5=[N:68][CH:69]=4)=[CH:60][CH:59]=3)[CH2:54][CH2:53]2)=[O:51])[CH2:48][CH2:47]1.[OH-].[Li+]. The catalyst is C1COCC1.CO.O. The product is [CH:46]1([CH2:49][C:50]([N:52]2[CH2:53][CH2:54][N:55]([C:58]3[CH:59]=[CH:60][C:61]([C:64]4[CH:65]=[C:66]5[C:72]([C:73]6[CH:74]=[N:75][N:76]([CH2:78][C:79]7[CH:84]=[CH:83][CH:82]=[C:81]([F:85])[CH:80]=7)[CH:77]=6)=[CH:71][NH:70][C:67]5=[N:68][CH:69]=4)=[CH:62][CH:63]=3)[CH2:56][CH2:57]2)=[O:51])[CH2:47][CH2:48]1. The yield is 0.160.